This data is from Full USPTO retrosynthesis dataset with 1.9M reactions from patents (1976-2016). The task is: Predict the reactants needed to synthesize the given product. (1) Given the product [C:45]([NH:39][C:37]([N:19]1[C@@H:20]2[C@@:16]([C:22]3[CH:27]=[CH:26][C:25]([O:28][CH3:29])=[C:24]([O:30][CH3:31])[CH:23]=3)([CH2:15][CH2:14][C@@H:13]([NH:12][C:10]([NH:9][C:4]3[CH:5]=[CH:6][C:7]([F:8])=[C:2]([F:1])[CH:3]=3)=[O:11])[CH2:21]2)[CH2:17][CH2:18]1)=[N:34][CH2:32][CH3:35])#[N:47], predict the reactants needed to synthesize it. The reactants are: [F:1][C:2]1[CH:3]=[C:4]([NH:9][C:10]([NH:12][C@H:13]2[CH2:21][C@H:20]3[C@:16]([C:22]4[CH:27]=[CH:26][C:25]([O:28][CH3:29])=[C:24]([O:30][CH3:31])[CH:23]=4)([CH2:17][CH2:18][NH:19]3)[CH2:15][CH2:14]2)=[O:11])[CH:5]=[CH:6][C:7]=1[F:8].[C:32]([C:35]#N)(=[NH:34])[O-].[CH2:37]([NH2:39])C.C1COCC1.[C:45](#[N:47])C. (2) Given the product [ClH:1].[NH2:42][CH2:41][C@H:38]1[CH2:39][CH2:40][C@H:35]([C:33]([NH:32][C@@H:17]([CH2:16][C:13]2[CH:14]=[CH:15][C:10]([C:5]3[CH:6]=[CH:7][CH:8]=[CH:9][C:4]=3[CH2:3][OH:2])=[CH:11][CH:12]=2)[C:18](=[O:31])[NH:19][C:20]2[CH:21]=[CH:22][C:23]([C:26]3[N:27]=[N:28][NH:29][N:30]=3)=[CH:24][CH:25]=2)=[O:34])[CH2:36][CH2:37]1, predict the reactants needed to synthesize it. The reactants are: [ClH:1].[OH:2][CH2:3][C:4]1[CH:9]=[CH:8][CH:7]=[CH:6][C:5]=1[C:10]1[CH:15]=[CH:14][C:13]([CH2:16][C@H:17]([NH:32][C:33]([C@H:35]2[CH2:40][CH2:39][C@H:38]([CH2:41][NH:42]C(=O)OC(C)(C)C)[CH2:37][CH2:36]2)=[O:34])[C:18](=[O:31])[NH:19][C:20]2[CH:25]=[CH:24][C:23]([C:26]3[N:27]=[N:28][NH:29][N:30]=3)=[CH:22][CH:21]=2)=[CH:12][CH:11]=1. (3) Given the product [N:33]1([CH2:42][CH2:43][O:44][N:45]=[C:46]2[CH2:55][CH:54]([C:56]3[CH:61]=[CH:60][CH:59]=[CH:58][C:57]=3[C:63]3[CH:68]=[CH:67][CH:66]=[CH:65][CH:64]=3)[CH2:53][C:52]3[N:51]=[C:50]([NH2:69])[N:49]=[C:48]([CH3:70])[C:47]2=3)[CH2:32][CH2:31][O:36][CH2:35][CH2:34]1, predict the reactants needed to synthesize it. The reactants are: NC1N=C(C)C2C(=NO)CC(C3C=CC=CC=3C3C=CC=CC=3)CC=2N=1.Cl.ClCC[CH:31]1[O:36][CH2:35][CH2:34][NH:33][CH2:32]1.[H-].[Na+].CN(C)C[CH2:42][CH2:43][O:44][N:45]=[C:46]1[CH2:55][CH:54]([C:56]2[CH:61]=[C:60](F)[CH:59]=[CH:58][C:57]=2[C:63]2[CH:68]=[CH:67][CH:66]=[CH:65][CH:64]=2)[CH2:53][C:52]2[N:51]=[C:50]([NH2:69])[N:49]=[C:48]([CH3:70])[C:47]1=2.